Dataset: Forward reaction prediction with 1.9M reactions from USPTO patents (1976-2016). Task: Predict the product of the given reaction. (1) Given the reactants [F:1][C:2]1[C:11]([NH:12][S:13]([C:16]2[CH:21]=[CH:20][C:19]([NH:22]C(=O)C(F)(F)F)=[CH:18][C:17]=2[CH2:29][C:30]([O:32]C)=[O:31])(=[O:15])=[O:14])=[CH:10][C:5]2[B:6]([OH:9])[O:7][CH2:8][C:4]=2[CH:3]=1.[OH-].[Na+], predict the reaction product. The product is: [NH2:22][C:19]1[CH:20]=[CH:21][C:16]([S:13](=[O:14])(=[O:15])[NH:12][C:11]2[C:2]([F:1])=[CH:3][C:4]3[CH2:8][O:7][B:6]([OH:9])[C:5]=3[CH:10]=2)=[C:17]([CH2:29][C:30]([OH:32])=[O:31])[CH:18]=1. (2) Given the reactants CC1(C)C(C)(C)OB([C:9]2[CH:10]=[CH:11][C:12]([NH2:15])=[N:13][CH:14]=2)O1.Br[C:18]1[CH:23]=[CH:22][CH:21]=[C:20]([O:24][C:25]([F:28])([F:27])[F:26])[CH:19]=1.C([O-])(=O)C.[K+], predict the reaction product. The product is: [F:26][C:25]([F:27])([F:28])[O:24][C:20]1[CH:19]=[C:18]([C:9]2[CH:10]=[CH:11][C:12]([NH2:15])=[N:13][CH:14]=2)[CH:23]=[CH:22][CH:21]=1. (3) Given the reactants [C:1]([O:5][C:6]([N:8]1[CH2:12][CH:11]([CH2:13][C:14]2[CH:19]=[C:18]([F:20])[CH:17]=[C:16]([F:21])[CH:15]=2)[CH:10]([CH2:22][NH:23][CH:24]2[CH2:26][CH2:25]2)[CH2:9]1)=[O:7])([CH3:4])([CH3:3])[CH3:2].[O:27]=[C:28]1[CH2:37][CH:36]([C:38](O)=[O:39])[C:35]2[C:30](=[CH:31][CH:32]=[CH:33][CH:34]=2)[NH:29]1, predict the reaction product. The product is: [C:1]([O:5][C:6]([N:8]1[CH2:12][CH:11]([CH2:13][C:14]2[CH:15]=[C:16]([F:21])[CH:17]=[C:18]([F:20])[CH:19]=2)[CH:10]([CH2:22][N:23]([CH:24]2[CH2:25][CH2:26]2)[C:38]([CH:36]2[C:35]3[C:30](=[CH:31][CH:32]=[CH:33][CH:34]=3)[NH:29][C:28](=[O:27])[CH2:37]2)=[O:39])[CH2:9]1)=[O:7])([CH3:4])([CH3:2])[CH3:3]. (4) Given the reactants Br[CH2:2][CH2:3][C:4]1[CH:9]=[CH:8][CH:7]=[CH:6][C:5]=1[O:10][CH3:11].CON(C)[C:15]([C:17]1[S:24][C:23]([CH3:25])=[C:22]2[C:18]=1[CH2:19][C@H:20]1[C:26]([CH3:28])([CH3:27])[C@H:21]12)=[O:16], predict the reaction product. The product is: [CH3:11][O:10][C:5]1[CH:6]=[CH:7][CH:8]=[CH:9][C:4]=1[CH2:3][CH2:2][C:15]([C:17]1[S:24][C:23]([CH3:25])=[C:22]2[C:18]=1[CH2:19][C@H:20]1[C:26]([CH3:28])([CH3:27])[C@H:21]12)=[O:16].